From a dataset of Reaction yield outcomes from USPTO patents with 853,638 reactions. Predict the reaction yield, written as a fraction of the theoretical maximum amount of product (1.0 means a 100% yield; for example, 0.34 means a 34% yield). (1) The reactants are [NH2:1][C:2]1[C:3]([C:7]2[N:8]([CH2:23][CH3:24])[C:9]3[CH:14]=[C:13](Cl)[N:12]=[C:11]([C:16]#[C:17][C:18]([CH3:21])([OH:20])[CH3:19])[C:10]=3[N:22]=2)=[N:4][O:5][N:6]=1.[NH2:25][C:26]1[CH:27]=[C:28](B(O)O)[CH:29]=[CH:30][CH:31]=1.C([O-])([O-])=O.[K+].[K+]. The catalyst is O1CCOCC1.O.C1C=CC([P]([Pd]([P](C2C=CC=CC=2)(C2C=CC=CC=2)C2C=CC=CC=2)([P](C2C=CC=CC=2)(C2C=CC=CC=2)C2C=CC=CC=2)[P](C2C=CC=CC=2)(C2C=CC=CC=2)C2C=CC=CC=2)(C2C=CC=CC=2)C2C=CC=CC=2)=CC=1. The product is [NH2:1][C:2]1[C:3]([C:7]2[N:8]([CH2:23][CH3:24])[C:9]3[CH:14]=[C:13]([C:30]4[CH:29]=[CH:28][CH:27]=[C:26]([NH2:25])[CH:31]=4)[N:12]=[C:11]([C:16]#[C:17][C:18]([CH3:21])([OH:20])[CH3:19])[C:10]=3[N:22]=2)=[N:4][O:5][N:6]=1. The yield is 0.620. (2) The reactants are Cl[C:2]1[C:3]2[CH2:12][CH2:11][N:10]([CH:13]3[CH2:16][C:15]([F:18])([F:17])[CH2:14]3)[C:4]=2[N:5]=[C:6]([S:8][CH3:9])[N:7]=1.CC1(C)C(C)(C)OB([C:27]2[CH:28]=[N:29][C:30]([NH2:33])=[N:31][CH:32]=2)O1.C([O-])([O-])=O.[Na+].[Na+]. The catalyst is O1CCOCC1.C1C=CC(P(C2C=CC=CC=2)[C-]2C=CC=C2)=CC=1.C1C=CC(P(C2C=CC=CC=2)[C-]2C=CC=C2)=CC=1.Cl[Pd]Cl.[Fe+2].C(Cl)Cl. The product is [F:17][C:15]1([F:18])[CH2:16][CH:13]([N:10]2[C:4]3[N:5]=[C:6]([S:8][CH3:9])[N:7]=[C:2]([C:27]4[CH:28]=[N:29][C:30]([NH2:33])=[N:31][CH:32]=4)[C:3]=3[CH2:12][CH2:11]2)[CH2:14]1. The yield is 0.950. (3) The reactants are [F:1][C:2]1[CH:46]=[CH:45][C:5]([C:6](/[N:8]=[C:9]2/[N:10]([C@H:33]3[CH2:38][CH2:37][C@@H:36]([C:39](=[O:44])[NH:40][CH:41]([CH3:43])[CH3:42])[CH2:35][CH2:34]3)[C:11]3[CH:16]=[C:15]([O:17][CH:18]4[CH2:23][CH2:22][N:21]([CH2:24][C:25]([O:27]C(C)(C)C)=[O:26])[CH2:20][CH2:19]4)[N:14]=[CH:13][C:12]=3[NH:32]/2)=[O:7])=[CH:4][CH:3]=1.[ClH:47]. The catalyst is O1CCOCC1.Cl. The product is [ClH:47].[F:1][C:2]1[CH:3]=[CH:4][C:5]([C:6](/[N:8]=[C:9]2/[N:10]([C@H:33]3[CH2:38][CH2:37][C@@H:36]([C:39](=[O:44])[NH:40][CH:41]([CH3:43])[CH3:42])[CH2:35][CH2:34]3)[C:11]3[CH:16]=[C:15]([O:17][CH:18]4[CH2:23][CH2:22][N:21]([CH2:24][C:25]([OH:27])=[O:26])[CH2:20][CH2:19]4)[N:14]=[CH:13][C:12]=3[NH:32]/2)=[O:7])=[CH:45][CH:46]=1. The yield is 0.890. (4) The reactants are [Li+].[OH-].C([O:6][CH2:7][C:8]1[C:13]([C:14]2[CH:19]=[CH:18][N:17]=[C:16]3[NH:20][C:21]([C:23]4[CH:28]=[CH:27][C:26]([N:29]([CH3:31])[CH3:30])=[CH:25][CH:24]=4)=[N:22][C:15]=23)=[CH:12][CH:11]=[CH:10][C:9]=1[N:32]1[C:38](=[O:39])[C:37]2[C:40]([F:47])=[CH:41][C:42]([CH:44]3[CH2:46][CH2:45]3)=[CH:43][C:36]=2[O:35][CH2:34][CH2:33]1)(=O)C. The catalyst is O1CCCC1.O. The product is [CH:44]1([C:42]2[CH:41]=[C:40]([F:47])[C:37]3[C:38](=[O:39])[N:32]([C:9]4[CH:10]=[CH:11][CH:12]=[C:13]([C:14]5[CH:19]=[CH:18][N:17]=[C:16]6[NH:20][C:21]([C:23]7[CH:28]=[CH:27][C:26]([N:29]([CH3:30])[CH3:31])=[CH:25][CH:24]=7)=[N:22][C:15]=56)[C:8]=4[CH2:7][OH:6])[CH2:33][CH2:34][O:35][C:36]=3[CH:43]=2)[CH2:46][CH2:45]1. The yield is 0.570.